From a dataset of Full USPTO retrosynthesis dataset with 1.9M reactions from patents (1976-2016). Predict the reactants needed to synthesize the given product. (1) Given the product [F:1][C:2]1[CH:3]=[CH:4][C:5]([O:15][CH2:16][C:17]2[CH:22]=[CH:21][C:20]([F:23])=[CH:19][CH:18]=2)=[C:6]([C:8]2[N:24]([C:25]3[CH:26]=[C:27]([C:35]([OH:37])=[O:36])[C:28]4[C:33]([CH:34]=3)=[CH:32][CH:31]=[CH:30][CH:29]=4)[C:11]([CH3:12])=[CH:10][CH:9]=2)[CH:7]=1, predict the reactants needed to synthesize it. The reactants are: [F:1][C:2]1[CH:3]=[CH:4][C:5]([O:15][CH2:16][C:17]2[CH:22]=[CH:21][C:20]([F:23])=[CH:19][CH:18]=2)=[C:6]([C:8](=O)[CH2:9][CH2:10][C:11](=O)[CH3:12])[CH:7]=1.[NH2:24][C:25]1[CH:26]=[C:27]([C:35]([OH:37])=[O:36])[C:28]2[C:33]([CH:34]=1)=[CH:32][CH:31]=[CH:30][CH:29]=2.CC1C=CC(S(O)(=O)=O)=CC=1.Cl. (2) The reactants are: [Br:1][C:2]1[CH:3]=[C:4]([C:13]2[N:17]([C:18]3[CH:23]=[CH:22][N:21]=[C:20]([Cl:24])[CH:19]=3)[N:16]=[C:15]([C:25]([OH:27])=O)[CH:14]=2)[CH:5]=[C:6]([O:8][C:9]([F:12])([F:11])[F:10])[CH:7]=1.ClC1C=C(C2N(C3C=NC=CC=3)N=C(C([N:49]3[CH2:54][CH2:53][NH:52][C:51](=[O:55])[CH2:50]3)=O)C=2)C=C(F)C=1.O=C1CNCCN1. Given the product [Br:1][C:2]1[CH:3]=[C:4]([C:13]2[N:17]([C:18]3[CH:23]=[CH:22][N:21]=[C:20]([Cl:24])[CH:19]=3)[N:16]=[C:15]([C:25]([N:49]3[CH2:54][CH2:53][NH:52][C:51](=[O:55])[CH2:50]3)=[O:27])[CH:14]=2)[CH:5]=[C:6]([O:8][C:9]([F:12])([F:10])[F:11])[CH:7]=1, predict the reactants needed to synthesize it. (3) Given the product [OH:20][C@H:19]([C:21]1[CH:22]=[N:23][CH:24]=[CH:25][CH:26]=1)[CH2:18][NH:17][C:14]([C@H:9]1[CH2:8][CH2:7][C:6]2[C:11](=[CH:12][CH:13]=[C:4]([N+:1]([O-:3])=[O:2])[CH:5]=2)[O:10]1)=[O:16], predict the reactants needed to synthesize it. The reactants are: [N+:1]([C:4]1[CH:5]=[C:6]2[C:11](=[CH:12][CH:13]=1)[O:10][C@@H:9]([C:14]([OH:16])=O)[CH2:8][CH2:7]2)([O-:3])=[O:2].[NH2:17][CH2:18][C@@H:19]([C:21]1[CH:22]=[N:23][CH:24]=[CH:25][CH:26]=1)[OH:20].C(N(CC)CC)C.OC1C2N=NNC=2C=CC=1.CCN=C=NCCCN(C)C.Cl. (4) Given the product [NH2:21][C:12]1[CH:13]=[CH:14][C:15]([CH3:19])=[C:16]2[C:11]=1[CH:10]=[C:9]([OH:8])[CH:18]=[CH:17]2, predict the reactants needed to synthesize it. The reactants are: C([O:8][C:9]1[CH:10]=[C:11]2[C:16](=[CH:17][CH:18]=1)[C:15]([CH:19]=O)=[CH:14][CH:13]=[C:12]2[N:21](CC1C=CC=CC=1)CC1C=CC=CC=1)C1C=CC=CC=1.[H][H].